Binary Classification. Given a miRNA mature sequence and a target amino acid sequence, predict their likelihood of interaction. From a dataset of Experimentally validated miRNA-target interactions with 360,000+ pairs, plus equal number of negative samples. (1) The miRNA is cel-lsy-6-3p with sequence UUUUGUAUGAGACGCAUUUCGA. The protein sequence of the target gene is MAALSKSIPHNCYEIGHTWHPSCRVSFLQITWGALEESLRIYAPLYLIAAVLRKRKLEYYLYKLLPEILQSASFLTANGALYITFFCILRKILGKFYSWTPGFGAALPASYVAILIERKSRRGLLTIYMANLATETLFRMGVARGTITTLRNGEVLLFCITAAMYMFFFRCKDGLKGFTFSALRFIVGKEEIPTHSYSPETAYAKVEQKREKHKGTPRAMSIIALVRTLVDSVCKHGPRHRCCKHYEDNCISYCIKGFIRMFSVGYLIQCCLRIPSAFRHLFTEPSRLLSLFYNKENFQL.... Result: 0 (no interaction). (2) The miRNA is mmu-miR-759 with sequence GCAGAGUGCAAACAAUUUUGAC. The protein sequence of the target gene is MQKATYYDNTAAALFGGYSSYPGSNGFGYDGPPQPPFQAATHLEGDYQRSACSLQSLGNAAPHAKSKELNGSCMRPGLAPEPLPAPPGSPPPSAAPTSTTSNSNNGGGPSKSGPPKCGAGSNSTLTKQIFPWMKESRQTSKLKNSSPGTAEGCGGGGGGGGGGGGGGGGSSGGGGGGGGGGDKSPPGSAASKRARTAYTSAQLVELEKEFHFNRYLCRPRRVEMANLLNLSERQIKIWFQNRRMKYKKDQKAKGLASSSGGPSPAGSPPQPMQSTAGFMNALHSMTPSYDSPSPPAFGKG.... Result: 0 (no interaction). (3) The miRNA is hsa-miR-4632-3p with sequence UGCCGCCCUCUCGCUGCUCUAG. The protein sequence of the target gene is MAGRSHPGPLRPLLPLLVVAACVLPGAGGTCPERALERREEEANVVLTGTVEEILNVDPVQHTYSCKVRVWRYLKGKDLVARESLLDGGNKVVISGFGDPLICDNQVSTGDTRIFFVNPAPPYLWPAHKNELMLNSSLMRITLRNLEEVEFCVEDKPGTHFTPVPPTPPDACRGMLCGFGAVCEPNAEGPGRASCVCKKSPCPSVVAPVCGSDASTYSNECELQRAQCSQQRRIRLLSRGPCGSRDPCSNVTCSFGSTCARSADGLTASCLCPATCRGAPEGTVCGSDGADYPGECQLLR.... Result: 1 (interaction). (4) The miRNA is hsa-miR-4318 with sequence CACUGUGGGUACAUGCU. The protein sequence of the target gene is MSVSLVVIRLELAEHSPVPAGFGFSAAAGEMSDEEIKKTTLASAVACLEGKSPGEKVAIIHQHLGRREMTDVIIETMKSNPDELKTTVEERKSSEASPTAQRSKDHSKECINAAPDSPSKQLPDQISFFSGNPSVEIVHGIMHLYKTNKMTSLKEDVRRSAMLCILTVPAAMTSHDLMKFVAPFNEVIEQMKIIRDSTPNQYMVLIKFRAQADADSFYMTCNGRQFNSIEDDVCQLVYVERAEVLKSEDGASLPVMDLTELPKCTVCLERMDESVNGILTTLCNHSFHSQCLQRWDDTTC.... Result: 1 (interaction). (5) The miRNA is hsa-miR-10b-5p with sequence UACCCUGUAGAACCGAAUUUGUG. The protein sequence of the target gene is MAMSQESLTFKDVFVDFTLEEWQQLDSAQKNLYRDVMLENYSHLVSVGYLVAKPDVIFRLGPGEESWMADGGTPVRTCAGEDRPEVWQVDEQIDHYKESQDKLPWQAAFIGKETLKDESGQESRTCRKSIYLSTEFDSVRQRLPKYYSWEKAFKTSFKLSWSKWKLCKKER. Result: 0 (no interaction). (6) The miRNA is hsa-miR-1226-3p with sequence UCACCAGCCCUGUGUUCCCUAG. The protein sequence of the target gene is MAARTLGRGVGRLLGSLRGLSGQPARPPCGVSAPRRAASGPSGSAPAVAAAAAQPGSYPALSAQAAREPAAFWGPLARDTLVWDTPYHTVWDCDFSTGKIGWFLGGQLNVSVNCLDQHVRKSPESVALIWERDEPGTEVRITYRELLETTCRLANTLKRHGVHRGDRVAIYMPVSPLAVAAMLACARIGAVHTVIFAGFSAESLAGRINDAKCKVVITFNQGLRGGRVVELKKIVDEAVKHCPTVQHVLVAHRTDNKVHMGDLDVPLEQEMAKEDPVCAPESMGSEDMLFMLYTSGSTGM.... Result: 0 (no interaction). (7) The miRNA is hsa-miR-33a-5p with sequence GUGCAUUGUAGUUGCAUUGCA. The protein sequence of the target gene is MDPSVTLWQFLLQLLREQGNGHIISWTSRDGGEFKLVDAEEVARLWGLRKNKTNMNYDKLSRALRYYYDKNIIRKVSGQKFVYKFVSYPEVAGCSTEDCPPQPEVSVTSAIAMAPATVHAGPGDTATGKPGTPKGAGMTGQGGLARSSRNEYMRSGLYSTFTIQSLQPQPQPPIPPRPASVLPNTTPAGVPAPASGSRSTSPNPLEACLEAEEAGLPLQVILTPPEAPNQKSEELSLDPSFGHPQPPEVKVEGPKEELEAARAGGFSSEAVKAEPEVSASEGLLARLPAILTENTAQVCG.... Result: 0 (no interaction).